Dataset: Forward reaction prediction with 1.9M reactions from USPTO patents (1976-2016). Task: Predict the product of the given reaction. (1) Given the reactants [NH2:1][CH2:2][CH2:3][CH2:4][CH2:5][N:6]1[CH2:11][CH2:10][CH:9]([C:12]2[CH:13]=[C:14]([NH:18][C:19](=[O:23])[CH:20]([CH3:22])[CH3:21])[CH:15]=[CH:16][CH:17]=2)[CH2:8][CH2:7]1.[Cl:24][C:25]1[CH:30]=[CH:29][CH:28]=[CH:27][C:26]=1[C:31]1[C:35]([C:36](Cl)=[O:37])=[C:34]([CH3:39])[O:33][N:32]=1, predict the reaction product. The product is: [Cl:24][C:25]1[CH:30]=[CH:29][CH:28]=[CH:27][C:26]=1[C:31]1[C:35]([C:36]([NH:1][CH2:2][CH2:3][CH2:4][CH2:5][N:6]2[CH2:7][CH2:8][CH:9]([C:12]3[CH:17]=[CH:16][CH:15]=[C:14]([NH:18][C:19](=[O:23])[CH:20]([CH3:21])[CH3:22])[CH:13]=3)[CH2:10][CH2:11]2)=[O:37])=[C:34]([CH3:39])[O:33][N:32]=1. (2) Given the reactants I[CH2:2][C:3]1([C:7]2[CH:12]=[CH:11][C:10]([N+:13]([O-:15])=[O:14])=[CH:9][CH:8]=2)[CH2:6][CH2:5][CH2:4]1.[CH3:16][S:17]([OH:19])=[O:18].[Na], predict the reaction product. The product is: [CH3:16][S:17]([CH2:2][C:3]1([C:7]2[CH:12]=[CH:11][C:10]([N+:13]([O-:15])=[O:14])=[CH:9][CH:8]=2)[CH2:6][CH2:5][CH2:4]1)(=[O:19])=[O:18]. (3) Given the reactants [C:1]1([C:7]#[CH:8])[CH:6]=[CH:5][CH:4]=[CH:3][CH:2]=1.[Li][CH2:10][CH2:11][CH2:12][CH3:13].Br[CH2:15][CH2:16][CH2:17]Br.[NH4+].[Cl-], predict the reaction product. The product is: [C:1]1([C:7]#[C:8][CH2:13][CH2:12][CH2:11][C:10]#[C:15][C:16]2[CH:17]=[CH:3][CH:2]=[CH:1][CH:6]=2)[CH:6]=[CH:5][CH:4]=[CH:3][CH:2]=1. (4) The product is: [CH3:31][C:30]([O:29][C:27]([N:24]1[CH2:23][CH2:22][C:14]2([CH2:13][N:12]([C:10](=[O:11])[C@H:6]([CH:7]([CH3:9])[CH3:8])[NH:5][C:3]([O:2][CH3:1])=[O:4])[CH:16]([C:17]([OH:19])=[O:18])[CH2:15]2)[CH2:26][CH2:25]1)=[O:28])([CH3:33])[CH3:32]. Given the reactants [CH3:1][O:2][C:3]([NH:5][C@H:6]([C:10]([N:12]1[CH:16]([C:17]([O:19]CC)=[O:18])[CH2:15][C:14]2([CH2:26][CH2:25][N:24]([C:27]([O:29][C:30]([CH3:33])([CH3:32])[CH3:31])=[O:28])[CH2:23][CH2:22]2)[CH2:13]1)=[O:11])[CH:7]([CH3:9])[CH3:8])=[O:4].O.[OH-].[Li+].Cl, predict the reaction product. (5) Given the reactants [C-:1]#[N:2].[K+].O1CCOCCOCCOCCOCCOCC1.Cl[CH2:23][C:24]1[CH:25]=[C:26]([CH:34]=[CH:35][CH:36]=1)[C:27]([O:29][C:30]([CH3:33])([CH3:32])[CH3:31])=[O:28], predict the reaction product. The product is: [C:1]([CH2:23][C:24]1[CH:25]=[C:26]([CH:34]=[CH:35][CH:36]=1)[C:27]([O:29][C:30]([CH3:33])([CH3:32])[CH3:31])=[O:28])#[N:2].